This data is from Reaction yield outcomes from USPTO patents with 853,638 reactions. The task is: Predict the reaction yield, written as a fraction of the theoretical maximum amount of product (1.0 means a 100% yield; for example, 0.34 means a 34% yield). (1) The reactants are [C:1]1([CH:7]([C:11]2[CH:16]=[CH:15][CH:14]=[CH:13][CH:12]=2)[CH2:8][CH2:9][OH:10])[CH:6]=[CH:5][CH:4]=[CH:3][CH:2]=1.CC(OI1(OC(C)=O)(OC(C)=O)OC(=O)C2C=CC=CC1=2)=O.[OH-].[Na+]. The catalyst is C(Cl)Cl. The product is [C:11]1([CH:7]([C:1]2[CH:2]=[CH:3][CH:4]=[CH:5][CH:6]=2)[CH2:8][CH:9]=[O:10])[CH:12]=[CH:13][CH:14]=[CH:15][CH:16]=1. The yield is 0.960. (2) The reactants are O=[C:2]1[CH2:7][CH2:6][N:5]([C:8]2[CH:13]=[CH:12][C:11]([N:14]3[CH2:18][C@H:17]([CH2:19][NH:20][C:21](=[O:23])[CH3:22])[O:16][C:15]3=[O:24])=[CH:10][C:9]=2[F:25])[CH2:4][CH2:3]1.[C-:26]#[N:27].[Na+].[NH2:29][C:30]1[CH:31]=[C:32]([CH:34]=[CH:35][CH:36]=1)[NH2:33]. No catalyst specified. The product is [NH2:29][C:30]1[CH:31]=[C:32]([NH:33][C:2]2([C:26]#[N:27])[CH2:7][CH2:6][N:5]([C:8]3[CH:13]=[CH:12][C:11]([N:14]4[CH2:18][C@H:17]([CH2:19][NH:20][C:21](=[O:23])[CH3:22])[O:16][C:15]4=[O:24])=[CH:10][C:9]=3[F:25])[CH2:4][CH2:3]2)[CH:34]=[CH:35][CH:36]=1. The yield is 0.460. (3) The reactants are C([O:5][C:6](=[O:55])[C:7]([O:10]/[N:11]=[C:12](/[C:42]1[N:43]=[C:44]([NH:47]C(OC(C)(C)C)=O)[S:45][CH:46]=1)\[C:13]([NH:15][C@@H:16]1[C:19](=[O:20])[N:18]([S:21]([OH:24])(=[O:23])=[O:22])[C@@H:17]1[CH2:25][N:26]1[CH2:30][CH2:29][N:28]([CH2:31][CH2:32][NH:33]C(OC(C)(C)C)=O)[C:27]1=[O:41])=[O:14])([CH3:9])[CH3:8])(C)(C)C.C(O)(C(F)(F)F)=O. The catalyst is C(Cl)Cl. The product is [NH2:33][CH2:32][CH2:31][N:28]1[CH2:29][CH2:30][N:26]([CH2:25][C@@H:17]2[C@H:16]([NH:15][C:13](=[O:14])/[C:12](=[N:11]\[O:10][C:7]([CH3:8])([CH3:9])[C:6]([OH:55])=[O:5])/[C:42]3[N:43]=[C:44]([NH2:47])[S:45][CH:46]=3)[C:19](=[O:20])[N:18]2[S:21]([OH:24])(=[O:22])=[O:23])[C:27]1=[O:41]. The yield is 0.0400. (4) The catalyst is C1COCC1.ClCCCl.C(OCC)(=O)C. The yield is 0.280. The reactants are [Cl:1][C:2]1[C:10]([CH3:11])=[N:9][C:8]2[N:4]([N:5]=[C:6]3[CH2:14][N:13]([C:15]([C:17]4[CH:27]=[CH:26][C:25]([F:28])=[CH:24][C:18]=4[O:19][CH2:20][C:21](=O)[CH3:22])=[O:16])[CH2:12][C:7]3=2)[C:3]=1[CH3:29].[CH3:30][NH:31][CH3:32].C(O[BH-](OC(=O)C)OC(=O)C)(=O)C.[Na+].C(O[BH-](OC(=O)C)OC(=O)C)(=O)C. The product is [Cl:1][C:2]1[C:10]([CH3:11])=[N:9][C:8]2[N:4]([N:5]=[C:6]3[CH2:14][N:13]([C:15]([C:17]4[CH:27]=[CH:26][C:25]([F:28])=[CH:24][C:18]=4[O:19][CH2:20][CH:21]([N:31]([CH3:32])[CH3:30])[CH3:22])=[O:16])[CH2:12][C:7]3=2)[C:3]=1[CH3:29].